Dataset: Serine/threonine kinase 33 screen with 319,792 compounds. Task: Binary Classification. Given a drug SMILES string, predict its activity (active/inactive) in a high-throughput screening assay against a specified biological target. (1) The drug is S(=O)(=O)(Nc1ncccc1)c1cc(OC)c(OC)cc1. The result is 0 (inactive). (2) The compound is O(CCCNC(=O)Cn1nc(nn1)c1ccc(NC(=O)c2c(OC)cccc2)cc1)C. The result is 0 (inactive). (3) The molecule is n1c(C2CC2)cc(c(c1N)C#N)c1ccccc1. The result is 0 (inactive).